The task is: Predict the product of the given reaction.. This data is from Forward reaction prediction with 1.9M reactions from USPTO patents (1976-2016). Given the reactants [CH3:1][N:2]1[CH2:8][C:6](=[O:7])[NH:5][C:3]1=[O:4].[Br:9]Br, predict the reaction product. The product is: [Br:9][CH:8]1[N:2]([CH3:1])[C:3](=[O:4])[NH:5][C:6]1=[O:7].